Dataset: Catalyst prediction with 721,799 reactions and 888 catalyst types from USPTO. Task: Predict which catalyst facilitates the given reaction. (1) Reactant: [O:1]1[C:5]2([CH2:10][CH2:9][CH:8]([C:11]([O:13][CH2:14][CH3:15])=[O:12])[CH2:7][CH2:6]2)[O:4][CH2:3][CH2:2]1.[Li+].[CH3:17]C([N-]C(C)C)C.CI.[NH4+].[Cl-]. Product: [CH3:17][C:8]1([C:11]([O:13][CH2:14][CH3:15])=[O:12])[CH2:9][CH2:10][C:5]2([O:4][CH2:3][CH2:2][O:1]2)[CH2:6][CH2:7]1. The catalyst class is: 1. (2) Reactant: C[O:2][C:3](=[O:51])[CH2:4][CH2:5][NH:6][C:7](=[O:50])[C:8]1[CH:13]=[C:12]([C:14]2[CH:19]=[C:18]([Cl:20])[CH:17]=[CH:16][C:15]=2[O:21][C:22]2[CH:27]=[C:26]([F:28])[C:25]([S:29](=[O:48])(=[O:47])[N:30]([CH2:36][C:37]3[CH:42]=[CH:41][C:40]([O:43][CH3:44])=[CH:39][C:38]=3[O:45][CH3:46])[C:31]3[S:35][N:34]=[CH:33][N:32]=3)=[CH:24][C:23]=2[Cl:49])[CH:11]=[CH:10][N:9]=1.O.[OH-].[Li+].Cl. Product: [Cl:20][C:18]1[CH:17]=[CH:16][C:15]([O:21][C:22]2[CH:27]=[C:26]([F:28])[C:25]([S:29](=[O:47])(=[O:48])[N:30]([CH2:36][C:37]3[CH:42]=[CH:41][C:40]([O:43][CH3:44])=[CH:39][C:38]=3[O:45][CH3:46])[C:31]3[S:35][N:34]=[CH:33][N:32]=3)=[CH:24][C:23]=2[Cl:49])=[C:14]([C:12]2[CH:11]=[CH:10][N:9]=[C:8]([C:7]([NH:6][CH2:5][CH2:4][C:3]([OH:51])=[O:2])=[O:50])[CH:13]=2)[CH:19]=1. The catalyst class is: 20.